From a dataset of Forward reaction prediction with 1.9M reactions from USPTO patents (1976-2016). Predict the product of the given reaction. (1) Given the reactants [C:1]([C:4]1[C:9](=[O:10])[NH:8][C:7]([NH:11][CH:12]2[CH2:17][CH2:16][CH2:15][N:14](C(OC(C)(C)C)=O)[CH2:13]2)=[N:6][C:5]=1[NH:25][C:26]1[CH:31]=[CH:30][CH:29]=[CH:28][C:27]=1[S:32]([CH:35]([CH3:37])[CH3:36])(=[O:34])=[O:33])(=[O:3])[NH2:2].[ClH:38], predict the reaction product. The product is: [ClH:38].[ClH:38].[CH:35]([S:32]([C:27]1[CH:28]=[CH:29][CH:30]=[CH:31][C:26]=1[NH:25][C:5]1[N:6]=[C:7]([NH:11][CH:12]2[CH2:17][CH2:16][CH2:15][NH:14][CH2:13]2)[NH:8][C:9](=[O:10])[C:4]=1[C:1]([NH2:2])=[O:3])(=[O:34])=[O:33])([CH3:37])[CH3:36]. (2) Given the reactants Br[C:2]1[CH:3]=[C:4]2[C:8](=[CH:9][CH:10]=1)[N:7]([CH:11]1C[CH2:15][CH2:14][CH2:13][O:12]1)[N:6]=[C:5]2[C:17]1[CH:22]=[CH:21][C:20]([F:23])=[CH:19][CH:18]=1.C([Li])CCC.CCCCCC.[C:35]1([CH2:41][CH:42]=[O:43])[CH:40]=[CH:39][CH:38]=[CH:37][CH:36]=1, predict the reaction product. The product is: [F:23][C:20]1[CH:21]=[CH:22][C:17]([C:5]2[C:4]3[C:8](=[CH:9][CH:10]=[C:2]([CH:42]([OH:43])[CH2:41][C:35]4[CH:40]=[CH:39][CH:38]=[CH:37][CH:36]=4)[CH:3]=3)[N:7]([CH:11]3[CH2:15][CH2:14][CH2:13][O:12]3)[N:6]=2)=[CH:18][CH:19]=1. (3) Given the reactants [CH:1]12[O:6][CH:5]1[CH2:4][N:3]([C:7]([O:9][C:10]([CH3:13])([CH3:12])[CH3:11])=[O:8])[CH2:2]2.CO.[N-:16]=[N+:17]=[N-:18].[Na+].[Cl-].[NH4+], predict the reaction product. The product is: [N:16]([C@@H:1]1[C@@H:5]([OH:6])[CH2:4][N:3]([C:7]([O:9][C:10]([CH3:13])([CH3:12])[CH3:11])=[O:8])[CH2:2]1)=[N+:17]=[N-:18]. (4) Given the reactants Cl[C:2]1[CH:3]=[CH:4][C:5]([O:8][CH:9]([F:11])[F:10])=[N:6][CH:7]=1.[B:12]1(B2OC(C)(C)C(C)(C)O2)[O:16]C(C)(C)C(C)(C)[O:13]1.C(Cl)Cl.C([O-])(=O)C.[K+], predict the reaction product. The product is: [F:10][CH:9]([F:11])[O:8][C:5]1[N:6]=[CH:7][C:2]([B:12]([OH:16])[OH:13])=[CH:3][CH:4]=1. (5) Given the reactants S(C[N+:12]#[C-])(C1C=CC(C)=CC=1)(=O)=O.[CH3:14][C:15]([CH3:18])([O-])[CH3:16].[K+].[CH3:20][C:21]1(C)C[C:24](=O)[CH:23]=[CH:22]1.Cl, predict the reaction product. The product is: [CH3:14][C:15]1([CH3:18])[CH2:20][CH2:21][CH2:22][CH:23]([C:24]#[N:12])[CH2:16]1. (6) Given the reactants [O:1]1[CH2:6][CH2:5][N:4]([C:7]2[CH:12]=[C:11]([C:13]3[C:26]4[S:25][C:24]5[C:19](=[CH:20][C:21]([NH:27][CH:28]6[CH2:33][CH2:32][CH2:31][NH:30][CH2:29]6)=[CH:22][CH:23]=5)[S:18][C:17]=4[CH:16]=[CH:15][CH:14]=3)[NH:10][C:9](=[O:34])[CH:8]=2)[CH2:3][CH2:2]1.[CH:35](O)=O, predict the reaction product. The product is: [CH3:35][N:27]([CH:28]1[CH2:33][CH2:32][CH2:31][NH:30][CH2:29]1)[C:21]1[CH:20]=[C:19]2[C:24](=[CH:23][CH:22]=1)[S:25][C:26]1[C:13]([C:11]3[NH:10][C:9](=[O:34])[CH:8]=[C:7]([N:4]4[CH2:3][CH2:2][O:1][CH2:6][CH2:5]4)[CH:12]=3)=[CH:14][CH:15]=[CH:16][C:17]=1[S:18]2. (7) Given the reactants [CH3:1][C:2]([O:5][C:6]([N:8]1[CH2:12][CH2:11][CH2:10][C@H:9]1[CH2:13][NH2:14])=[O:7])([CH3:4])[CH3:3].C(OC(N1CCC(CN[C:30]([N:32]=[CH:33][N:34]([CH3:36])[CH3:35])=[S:31])CC1)=O)(C)(C)C, predict the reaction product. The product is: [CH3:4][C:2]([O:5][C:6]([N:8]1[CH2:12][CH2:11][CH2:10][C@H:9]1[CH2:13][NH:14][C:30]([N:32]=[CH:33][N:34]([CH3:36])[CH3:35])=[S:31])=[O:7])([CH3:1])[CH3:3].